Dataset: Catalyst prediction with 721,799 reactions and 888 catalyst types from USPTO. Task: Predict which catalyst facilitates the given reaction. Reactant: [NH2:1][C:2]1[CH:15]=[CH:14][C:5]([C:6]([C:8]2[CH:13]=[CH:12][CH:11]=[CH:10][CH:9]=2)=[O:7])=[CH:4][CH:3]=1.Cl[C:17]1[C:18](=[O:30])[NH:19][C:20](=[O:29])[C:21]=1[C:22]1[CH:27]=[CH:26][C:25]([Cl:28])=[CH:24][CH:23]=1.CN1CCCC1=O. Product: [C:6]([C:5]1[CH:4]=[CH:3][C:2]([NH:1][C:17]2[C:18](=[O:30])[NH:19][C:20](=[O:29])[C:21]=2[C:22]2[CH:27]=[CH:26][C:25]([Cl:28])=[CH:24][CH:23]=2)=[CH:15][CH:14]=1)(=[O:7])[C:8]1[CH:13]=[CH:12][CH:11]=[CH:10][CH:9]=1. The catalyst class is: 33.